This data is from Catalyst prediction with 721,799 reactions and 888 catalyst types from USPTO. The task is: Predict which catalyst facilitates the given reaction. Product: [Cl-:40].[CH2:27]([NH:26][C:25]([O:24][C:12]1[CH:11]=[C:10]([CH2:9][C@H:8]([NH3+:7])[C:30](=[O:33])[NH:31][CH3:32])[CH:15]=[CH:14][C:13]=1[OH:16])=[O:29])[CH3:28]. Reactant: C(OC(=O)[NH:7][C@H:8]([C:30](=[O:33])[NH:31][CH3:32])[CH2:9][C:10]1[CH:15]=[CH:14][C:13]([O:16]CC2C=CC=CC=2)=[C:12]([O:24][C:25](=[O:29])[NH:26][CH2:27][CH3:28])[CH:11]=1)(C)(C)C.CCOCC.[ClH:40].O1CCOCC1. The catalyst class is: 19.